Dataset: Forward reaction prediction with 1.9M reactions from USPTO patents (1976-2016). Task: Predict the product of the given reaction. (1) Given the reactants [CH2:1]([NH:8][C:9](=[O:24])[C@H:10]([NH:13][C:14]([O:16][CH2:17][C:18]1[CH:23]=[CH:22][CH:21]=[CH:20][CH:19]=1)=[O:15])[CH2:11][OH:12])[C:2]1[CH:7]=[CH:6][CH:5]=[CH:4][CH:3]=1.S(OC)(O[CH3:29])(=O)=O.[OH-].[Na+], predict the reaction product. The product is: [CH2:1]([NH:8][C:9](=[O:24])[C@H:10]([NH:13][C:14]([O:16][CH2:17][C:18]1[CH:19]=[CH:20][CH:21]=[CH:22][CH:23]=1)=[O:15])[CH2:11][O:12][CH3:29])[C:2]1[CH:7]=[CH:6][CH:5]=[CH:4][CH:3]=1. (2) Given the reactants [Br:1][C:2]1[C:3]([F:20])=[C:4]([F:19])[C:5]([NH:11][C:12]2[CH:17]=[CH:16][CH:15]=[CH:14][C:13]=2[F:18])=[C:6]([CH:10]=1)[C:7]([OH:9])=[O:8].S(Cl)(Cl)=O.[CH3:25]O, predict the reaction product. The product is: [Br:1][C:2]1[C:3]([F:20])=[C:4]([F:19])[C:5]([NH:11][C:12]2[CH:17]=[CH:16][CH:15]=[CH:14][C:13]=2[F:18])=[C:6]([CH:10]=1)[C:7]([O:9][CH3:25])=[O:8]. (3) Given the reactants [Cl:1][C:2]1[CH:10]=[C:9]2[C:5]([C:6]([C:36]#[N:37])=[C:7]([C:12]3[CH:13]=[C:14]([CH2:18][NH:19][S:20]([CH2:23][CH2:24][N:25]4C(=O)C5C(=CC=CC=5)C4=O)(=[O:22])=[O:21])[CH:15]=[N:16][CH:17]=3)[N:8]2[CH3:11])=[CH:4][CH:3]=1.NN.Cl, predict the reaction product. The product is: [Cl:1][C:2]1[CH:10]=[C:9]2[C:5]([C:6]([C:36]#[N:37])=[C:7]([C:12]3[CH:13]=[C:14]([CH2:18][NH:19][S:20]([CH2:23][CH2:24][NH2:25])(=[O:22])=[O:21])[CH:15]=[N:16][CH:17]=3)[N:8]2[CH3:11])=[CH:4][CH:3]=1. (4) Given the reactants [S-:1][C:2]#[N:3].[K+].[NH2:5][C:6]1[CH:7]=[CH:8][C:9]([O:12][C:13]2[CH:14]=[C:15]([NH:21][C:22](=[O:34])[C:23]3[CH:28]=[CH:27][CH:26]=[C:25]([C:29]([C:32]#[N:33])([CH3:31])[CH3:30])[CH:24]=3)[CH:16]=[CH:17][C:18]=2[O:19][CH3:20])=[N:10][CH:11]=1.BrBr, predict the reaction product. The product is: [NH2:3][C:2]1[S:1][C:11]2[C:6]([N:5]=1)=[CH:7][CH:8]=[C:9]([O:12][C:13]1[CH:14]=[C:15]([NH:21][C:22](=[O:34])[C:23]3[CH:28]=[CH:27][CH:26]=[C:25]([C:29]([C:32]#[N:33])([CH3:31])[CH3:30])[CH:24]=3)[CH:16]=[CH:17][C:18]=1[O:19][CH3:20])[N:10]=2. (5) Given the reactants [I:1][C:2]1[CH:7]=[CH:6][N:5]=[C:4]2[N:8](C(=O)C)[CH:9]=[CH:10][C:3]=12.CO, predict the reaction product. The product is: [I:1][C:2]1[CH:7]=[CH:6][N:5]=[C:4]2[NH:8][CH:9]=[CH:10][C:3]=12. (6) Given the reactants C(O[C:9]1[C:14]([O:15][CH3:16])=[CH:13][C:12]([Cl:17])=[CH:11][C:10]=1[CH2:18][CH:19]([OH:22])[CH2:20][OH:21])C1C=CC=CC=1.[C:23]1([CH3:33])[CH:28]=[CH:27][C:26]([S:29](Cl)(=[O:31])=[O:30])=[CH:25][CH:24]=1.CC1C=CC(S(OCC(O)CC2C=C(Cl)C=C(OC)C=2OCC2C=CC=CC=2)(=O)=O)=CC=1.S(C1C=CC(C)=CC=1)([O-])(=O)=O.CC1C=CC(S(OCC(O)CC2C=C(Cl)C=C(OC)C=2O)(=O)=O)=CC=1.C1(O)C=CC=CC=1.C1(P(C2C=CC=CC=2)C2C=CC=CC=2)C=CC=CC=1.N(C(OC(C)C)=O)=NC(OC(C)C)=O, predict the reaction product. The product is: [CH3:33][C:23]1[CH:28]=[CH:27][C:26]([S:29]([O:21][CH2:20][CH:19]2[CH2:18][C:10]3[CH:11]=[C:12]([Cl:17])[CH:13]=[C:14]([O:15][CH3:16])[C:9]=3[O:22]2)(=[O:31])=[O:30])=[CH:25][CH:24]=1. (7) Given the reactants [NH2:1][C@H:2]([C@H:16]([C:18]1[C:26]2[C:21](=[CH:22][CH:23]=[CH:24][CH:25]=2)[NH:20][CH:19]=1)[CH3:17])[C:3]([NH:5][C:6]1[CH:11]=[CH:10][CH:9]=[C:8]([CH2:12][N:13]([CH3:15])[CH3:14])[CH:7]=1)=[O:4].[C:27]1([CH:33]2[CH2:38][CH2:37][CH:36]([CH:39]=O)[CH2:35][CH2:34]2)[CH:32]=[CH:31][CH:30]=[CH:29][CH:28]=1.C(O[BH-](OC(=O)C)OC(=O)C)(=O)C.[Na+].C(=O)([O-])O.[Na+], predict the reaction product. The product is: [CH3:14][N:13]([CH2:12][C:8]1[CH:7]=[C:6]([NH:5][C:3](=[O:4])[C@H:2]([NH:1][CH2:39][CH:36]2[CH2:35][CH2:34][CH:33]([C:27]3[CH:28]=[CH:29][CH:30]=[CH:31][CH:32]=3)[CH2:38][CH2:37]2)[C@H:16]([C:18]2[C:26]3[C:21](=[CH:22][CH:23]=[CH:24][CH:25]=3)[NH:20][CH:19]=2)[CH3:17])[CH:11]=[CH:10][CH:9]=1)[CH3:15].